This data is from Forward reaction prediction with 1.9M reactions from USPTO patents (1976-2016). The task is: Predict the product of the given reaction. Given the reactants [C:1]([O:5][C:6]([N:8]1[C:17]2[C:12](=[CH:13][C:14]([C:18](=[N:20]O)[CH3:19])=[CH:15][CH:16]=2)[CH2:11][CH2:10][CH2:9]1)=[O:7])([CH3:4])([CH3:3])[CH3:2], predict the reaction product. The product is: [C:1]([O:5][C:6]([N:8]1[C:17]2[C:12](=[CH:13][C:14]([CH:18]([NH2:20])[CH3:19])=[CH:15][CH:16]=2)[CH2:11][CH2:10][CH2:9]1)=[O:7])([CH3:4])([CH3:2])[CH3:3].